Task: Regression. Given two drug SMILES strings and cell line genomic features, predict the synergy score measuring deviation from expected non-interaction effect.. Dataset: NCI-60 drug combinations with 297,098 pairs across 59 cell lines (1) Drug 2: C1=C(C(=O)NC(=O)N1)F. Synergy scores: CSS=41.0, Synergy_ZIP=4.00, Synergy_Bliss=2.74, Synergy_Loewe=4.60, Synergy_HSA=5.05. Drug 1: CCC1=CC2CC(C3=C(CN(C2)C1)C4=CC=CC=C4N3)(C5=C(C=C6C(=C5)C78CCN9C7C(C=CC9)(C(C(C8N6C)(C(=O)OC)O)OC(=O)C)CC)OC)C(=O)OC.C(C(C(=O)O)O)(C(=O)O)O. Cell line: NCI-H226. (2) Drug 1: CC1=C(C=C(C=C1)NC2=NC=CC(=N2)N(C)C3=CC4=NN(C(=C4C=C3)C)C)S(=O)(=O)N.Cl. Drug 2: CCN(CC)CCCC(C)NC1=C2C=C(C=CC2=NC3=C1C=CC(=C3)Cl)OC. Cell line: DU-145. Synergy scores: CSS=25.8, Synergy_ZIP=-6.55, Synergy_Bliss=-0.834, Synergy_Loewe=-13.9, Synergy_HSA=-2.35. (3) Drug 1: CC1=C(C=C(C=C1)NC(=O)C2=CC=C(C=C2)CN3CCN(CC3)C)NC4=NC=CC(=N4)C5=CN=CC=C5. Drug 2: C1CN(CCN1C(=O)CCBr)C(=O)CCBr. Cell line: MALME-3M. Synergy scores: CSS=20.1, Synergy_ZIP=-0.360, Synergy_Bliss=5.32, Synergy_Loewe=5.15, Synergy_HSA=6.54. (4) Drug 1: CC1C(C(CC(O1)OC2CC(CC3=C2C(=C4C(=C3O)C(=O)C5=C(C4=O)C(=CC=C5)OC)O)(C(=O)C)O)N)O.Cl. Drug 2: CN1C2=C(C=C(C=C2)N(CCCl)CCCl)N=C1CCCC(=O)O.Cl. Cell line: BT-549. Synergy scores: CSS=24.4, Synergy_ZIP=-1.24, Synergy_Bliss=9.45, Synergy_Loewe=-2.17, Synergy_HSA=9.16. (5) Drug 1: CC(C1=C(C=CC(=C1Cl)F)Cl)OC2=C(N=CC(=C2)C3=CN(N=C3)C4CCNCC4)N. Drug 2: CC1C(C(CC(O1)OC2CC(CC3=C2C(=C4C(=C3O)C(=O)C5=C(C4=O)C(=CC=C5)OC)O)(C(=O)CO)O)N)O.Cl. Cell line: A498. Synergy scores: CSS=62.9, Synergy_ZIP=11.3, Synergy_Bliss=10.3, Synergy_Loewe=1.87, Synergy_HSA=11.7. (6) Drug 1: CS(=O)(=O)C1=CC(=C(C=C1)C(=O)NC2=CC(=C(C=C2)Cl)C3=CC=CC=N3)Cl. Drug 2: CCN(CC)CCNC(=O)C1=C(NC(=C1C)C=C2C3=C(C=CC(=C3)F)NC2=O)C. Cell line: PC-3. Synergy scores: CSS=1.02, Synergy_ZIP=-0.0775, Synergy_Bliss=1.83, Synergy_Loewe=0.0374, Synergy_HSA=0.635.